From a dataset of Reaction yield outcomes from USPTO patents with 853,638 reactions. Predict the reaction yield, written as a fraction of the theoretical maximum amount of product (1.0 means a 100% yield; for example, 0.34 means a 34% yield). (1) The product is [CH3:1][O:2][C:3]([C:5]1([C:8]2[CH:13]=[CH:12][C:11]([O:14][CH2:15][CH2:16][C:17]([OH:19])=[O:18])=[CH:10][CH:9]=2)[CH2:7][CH2:6]1)=[O:4]. The yield is 0.960. The catalyst is Cl. The reactants are [CH3:1][O:2][C:3]([C:5]1([C:8]2[CH:13]=[CH:12][C:11]([O:14][CH2:15][CH2:16][C:17]([O:19]C(C)(C)C)=[O:18])=[CH:10][CH:9]=2)[CH2:7][CH2:6]1)=[O:4]. (2) The reactants are C([O:3][C:4]([C:6]1[O:7][C:8]2[CH:14]=[CH:13][CH:12]=[C:11]([CH3:15])[C:9]=2[N:10]=1)=[O:5])C.[OH-].[Na+:17]. The catalyst is C1COCC1. The product is [Na+:17].[CH3:15][C:11]1[C:9]2[N:10]=[C:6]([C:4]([O-:5])=[O:3])[O:7][C:8]=2[CH:14]=[CH:13][CH:12]=1. The yield is 1.00. (3) The reactants are [OH-].[Na+].[N:3]1[CH:8]=[C:7]([C:9]([NH:11][C:12]2([C:15]([O:17]CC)=[O:16])[CH2:14][CH2:13]2)=[O:10])[CH:6]=[N:5][CH:4]=1.C(O)(=O)C. The catalyst is CO. The product is [N:3]1[CH:8]=[C:7]([C:9]([NH:11][C:12]2([C:15]([OH:17])=[O:16])[CH2:13][CH2:14]2)=[O:10])[CH:6]=[N:5][CH:4]=1. The yield is 1.00. (4) The reactants are C[O:2][C:3]1[C:4](=[O:23])[N:5]([CH3:22])[C:6]([C:9]2[CH:14]=[CH:13][C:12]([O:15][C:16]3[CH:21]=[CH:20][CH:19]=[CH:18][CH:17]=3)=[CH:11][CH:10]=2)=[N:7][CH:8]=1.B(Br)(Br)Br. The catalyst is C(Cl)Cl. The product is [OH:2][C:3]1[C:4](=[O:23])[N:5]([CH3:22])[C:6]([C:9]2[CH:10]=[CH:11][C:12]([O:15][C:16]3[CH:21]=[CH:20][CH:19]=[CH:18][CH:17]=3)=[CH:13][CH:14]=2)=[N:7][CH:8]=1. The yield is 0.700. (5) The reactants are [O:1]1[C:5]2[CH:6]=[CH:7][C:8]([CH2:10][NH:11][C:12]3[CH:17]=[C:16](Cl)[N:15]=[C:14]([O:19][CH3:20])[N:13]=3)=[CH:9][C:4]=2[CH:3]=[CH:2]1.[C:21]([C:24]([C:27]1[CH:28]=[C:29](B(O)O)[CH:30]=[CH:31][CH:32]=1)([CH3:26])[CH3:25])([OH:23])=[O:22].C([O-])([O-])=O.[Cs+].[Cs+]. The catalyst is COCCOC.O.C1C=CC([P]([Pd]([P](C2C=CC=CC=2)(C2C=CC=CC=2)C2C=CC=CC=2)([P](C2C=CC=CC=2)(C2C=CC=CC=2)C2C=CC=CC=2)[P](C2C=CC=CC=2)(C2C=CC=CC=2)C2C=CC=CC=2)(C2C=CC=CC=2)C2C=CC=CC=2)=CC=1. The product is [O:1]1[C:5]2[CH:6]=[CH:7][C:8]([CH2:10][NH:11][C:12]3[N:13]=[C:14]([O:19][CH3:20])[N:15]=[C:16]([C:29]4[CH:28]=[C:27]([C:24]([CH3:26])([CH3:25])[C:21]([OH:23])=[O:22])[CH:32]=[CH:31][CH:30]=4)[CH:17]=3)=[CH:9][C:4]=2[CH:3]=[CH:2]1. The yield is 0.340. (6) The reactants are [C:1]([O:5][C:6]([NH:8][CH2:9][C:10]1[C:11]([C:33]2[CH:38]=[CH:37][C:36]([CH3:39])=[CH:35][CH:34]=2)=[C:12]([CH2:21][O:22][C:23]2[C:27]([C:28]([O:30][CH2:31][CH3:32])=[O:29])=[CH:26][NH:25][N:24]=2)[C:13]([CH3:20])=[N:14][C:15]=1[CH2:16][CH:17]([CH3:19])[CH3:18])=[O:7])([CH3:4])([CH3:3])[CH3:2].[H-].[Na+].Br[CH2:43][C:44]([O:46][C:47]([CH3:50])([CH3:49])[CH3:48])=[O:45]. The catalyst is CN(C)C=O.C(OCC)(=O)C. The product is [C:1]([O:5][C:6]([NH:8][CH2:9][C:10]1[C:11]([C:33]2[CH:34]=[CH:35][C:36]([CH3:39])=[CH:37][CH:38]=2)=[C:12]([CH2:21][O:22][C:23]2[C:27]([C:28]([O:30][CH2:31][CH3:32])=[O:29])=[CH:26][N:25]([CH2:43][C:44]([O:46][C:47]([CH3:50])([CH3:49])[CH3:48])=[O:45])[N:24]=2)[C:13]([CH3:20])=[N:14][C:15]=1[CH2:16][CH:17]([CH3:18])[CH3:19])=[O:7])([CH3:3])([CH3:4])[CH3:2]. The yield is 0.720.